From a dataset of Forward reaction prediction with 1.9M reactions from USPTO patents (1976-2016). Predict the product of the given reaction. (1) Given the reactants [NH2:1][CH2:2][C:3]([OH:5])=[O:4].C(N(C(C)C)CC)(C)C.[CH2:15]([N:27]=C=O)[CH2:16][CH2:17][CH2:18][CH2:19][CH2:20][CH2:21][CH2:22][CH2:23][CH2:24][CH2:25][CH3:26].CN(C=[O:34])C, predict the reaction product. The product is: [C:15]([NH:27][NH:1][CH2:2][C:3]([OH:5])=[O:4])(=[O:34])[CH2:16][CH2:17][CH2:18][CH2:19][CH2:20][CH2:21][CH2:22][CH2:23][CH2:24][CH2:25][CH3:26]. (2) Given the reactants Cl.C[O:3][C:4](=[O:38])[C:5]1[CH:10]=[CH:9][C:8]([O:11][C:12]2[CH:17]=[CH:16][C:15]([CH2:18][C@H:19]([NH2:37])[C:20]3[N:21]([CH2:33][CH2:34][CH2:35][CH3:36])[CH:22]=[C:23]([C:25]4[CH:30]=[CH:29][C:28]([Cl:31])=[CH:27][C:26]=4[Cl:32])[N:24]=3)=[CH:14][CH:13]=2)=[CH:7][CH:6]=1.[CH2:39]([C:41]1[CH:46]=[CH:45][C:44]([S:47](Cl)(=[O:49])=[O:48])=[CH:43][CH:42]=1)[CH3:40], predict the reaction product. The product is: [CH2:33]([N:21]1[CH:22]=[C:23]([C:25]2[CH:30]=[CH:29][C:28]([Cl:31])=[CH:27][C:26]=2[Cl:32])[N:24]=[C:20]1[C@@H:19]([NH:37][S:47]([C:44]1[CH:45]=[CH:46][C:41]([CH2:39][CH3:40])=[CH:42][CH:43]=1)(=[O:49])=[O:48])[CH2:18][C:15]1[CH:14]=[CH:13][C:12]([O:11][C:8]2[CH:7]=[CH:6][C:5]([C:4]([OH:3])=[O:38])=[CH:10][CH:9]=2)=[CH:17][CH:16]=1)[CH2:34][CH2:35][CH3:36]. (3) The product is: [Br:1][C:2]1[CH:11]=[C:10]2[C:5](=[CH:4][CH:3]=1)[C:6](=[O:18])[CH2:7][CH2:8][C:9]2([CH3:13])[CH3:12]. Given the reactants [Br:1][C:2]1[CH:11]=[C:10]2[C:5]([CH2:6][CH2:7][CH2:8][C:9]2([CH3:13])[CH3:12])=[CH:4][CH:3]=1.C([O:18]O)(C)(C)C, predict the reaction product. (4) Given the reactants [CH2:1]([O:8][C@@H:9]1[C@@H:14]([O:15][CH2:16][C:17]2[CH:22]=[CH:21][CH:20]=[CH:19][CH:18]=2)[C@H:13]([O:23][CH2:24][C:25]2[CH:30]=[CH:29][CH:28]=[CH:27][CH:26]=2)[C@@H:12]([CH2:31][O:32][CH2:33][C:34]2[CH:39]=[CH:38][CH:37]=[CH:36][CH:35]=2)[O:11][C@H:10]1[N:40]1[C:48]2[C:43](=[C:44]([CH3:49])[CH:45]=[CH:46][CH:47]=2)[C:42]([CH2:50][C:51]2[CH:56]=[CH:55][C:54](/[CH:57]=[CH:58]/[CH2:59][C:60](O)=[O:61])=[CH:53][CH:52]=2)=[CH:41]1)[C:2]1[CH:7]=[CH:6][CH:5]=[CH:4][CH:3]=1.[NH2:63][C@@H:64]([CH3:67])[CH2:65][OH:66].ON1C2C=CC=CC=2N=N1.Cl.C(N=C=NCCCN(C)C)C, predict the reaction product. The product is: [C@@H:10]1([N:40]2[C:48]3[C:43](=[C:44]([CH3:49])[CH:45]=[CH:46][CH:47]=3)[C:42]([CH2:50][C:51]3[CH:52]=[CH:53][C:54]([CH2:57][CH2:58][CH2:59][C:60](=[O:61])[NH:63][C@@H:64]([CH3:67])[CH2:65][OH:66])=[CH:55][CH:56]=3)=[CH:41]2)[O:11][C@H:12]([CH2:31][OH:32])[C@@H:13]([OH:23])[C@H:14]([OH:15])[C@H:9]1[OH:8].[CH2:1]([O:8][C@@H:9]1[C@@H:14]([O:15][CH2:16][C:17]2[CH:18]=[CH:19][CH:20]=[CH:21][CH:22]=2)[C@H:13]([O:23][CH2:24][C:25]2[CH:30]=[CH:29][CH:28]=[CH:27][CH:26]=2)[C@@H:12]([CH2:31][O:32][CH2:33][C:34]2[CH:39]=[CH:38][CH:37]=[CH:36][CH:35]=2)[O:11][C@H:10]1[N:40]1[C:48]2[C:43](=[C:44]([CH3:49])[CH:45]=[CH:46][CH:47]=2)[C:42]([CH2:50][C:51]2[CH:56]=[CH:55][C:54](/[CH:57]=[CH:58]/[CH2:59][C:60](=[O:61])[NH:63][C@@H:64]([CH3:67])[CH2:65][OH:66])=[CH:53][CH:52]=2)=[CH:41]1)[C:2]1[CH:3]=[CH:4][CH:5]=[CH:6][CH:7]=1. (5) Given the reactants [Br:1][C:2]1[CH:7]=[C:6]([CH3:8])[CH:5]=[CH:4][C:3]=1[OH:9].C(=O)([O-])[O-].[K+].[K+].C(Br)C=C.[CH2:20]([O:23]CC=C)[CH:21]=[CH2:22].C(C1C(C(F)(F)F)=CC=C(Cl)C=1O)C=C.C(C1C=C(C)C=C(Br)C=1O)C=C.ClC1C=C(C=CC=1)C(OO)=O.ClC1C2OC(CO)CC=2C(C(F)(F)F)=CC=1, predict the reaction product. The product is: [Br:1][C:2]1[C:3]2[O:9][CH:21]([CH2:20][OH:23])[CH2:22][C:4]=2[CH:5]=[C:6]([CH3:8])[CH:7]=1. (6) The product is: [Cl:1][C:2]1[CH:10]=[C:9]([N+:11]([O-:13])=[O:12])[C:8]([O:14][CH3:15])=[CH:7][C:3]=1[C:4]([O:6][CH3:21])=[O:5]. Given the reactants [Cl:1][C:2]1[CH:10]=[C:9]([N+:11]([O-:13])=[O:12])[C:8]([O:14][CH3:15])=[CH:7][C:3]=1[C:4]([OH:6])=[O:5].S(=O)(=O)(O)O.[CH3:21]O, predict the reaction product. (7) Given the reactants [N:1]([O-])=O.[Na+].[F:5][C:6]1[C:11]([NH2:12])=[CH:10][CH:9]=[CH:8][N:7]=1.[Sn](Cl)Cl, predict the reaction product. The product is: [F:5][C:6]1[C:11]([NH:12][NH2:1])=[CH:10][CH:9]=[CH:8][N:7]=1. (8) Given the reactants [CH2:1]([O:3][C:4]([N:6]1[CH2:11][CH2:10][N:9]([C:12](=[O:34])[C@@H:13]([NH:19][C:20]([C:22]2[CH:31]=[C:30]([OH:32])[C:29]3[C:24](=[CH:25][C:26]([CH3:33])=[CH:27][CH:28]=3)[N:23]=2)=[O:21])[CH2:14][CH2:15][C:16]([OH:18])=[O:17])[CH2:8][CH2:7]1)=[O:5])[CH3:2].C(=O)([O-])[O-].[Cs+].[Cs+].Cl[CH2:42][C:43]([N:45]1[CH2:49][CH2:48][CH2:47][C:46]1=[O:50])=[O:44], predict the reaction product. The product is: [CH2:1]([O:3][C:4]([N:6]1[CH2:7][CH2:8][N:9]([C:12](=[O:34])[C@@H:13]([NH:19][C:20]([C:22]2[CH:31]=[C:30]([O:32][CH2:42][C:43](=[O:44])[N:45]3[CH2:49][CH2:48][CH2:47][C:46]3=[O:50])[C:29]3[C:24](=[CH:25][C:26]([CH3:33])=[CH:27][CH:28]=3)[N:23]=2)=[O:21])[CH2:14][CH2:15][C:16]([O:18][C:26]([CH3:33])([CH3:27])[CH3:25])=[O:17])[CH2:10][CH2:11]1)=[O:5])[CH3:2].